Dataset: Catalyst prediction with 721,799 reactions and 888 catalyst types from USPTO. Task: Predict which catalyst facilitates the given reaction. (1) The catalyst class is: 2. Product: [F:15][C:12]([F:13])([F:14])[S:9]([O:1][C:44]1[CH:45]=[CH:46][C:41]([N:36]([C:34]2[C:33]([CH:49]3[CH2:51][CH2:50]3)=[CH:32][C:26]3[C:27]([C:28](=[O:29])[NH:30][CH3:31])=[C:23]([C:20]4[CH:19]=[CH:18][C:17]([Cl:16])=[CH:22][CH:21]=4)[O:24][C:25]=3[CH:35]=2)[S:37]([CH3:40])(=[O:38])=[O:39])=[CH:42][C:43]=1[F:48])(=[O:10])=[O:11]. Reactant: [O:1]([S:9]([C:12]([F:15])([F:14])[F:13])(=[O:11])=[O:10])S(C(F)(F)F)(=O)=O.[Cl:16][C:17]1[CH:22]=[CH:21][C:20]([C:23]2[O:24][C:25]3[CH:35]=[C:34]([N:36]([C:41]4[CH:46]=[CH:45][C:44](O)=[C:43]([F:48])[CH:42]=4)[S:37]([CH3:40])(=[O:39])=[O:38])[C:33]([CH:49]4[CH2:51][CH2:50]4)=[CH:32][C:26]=3[C:27]=2[C:28]([NH:30][CH3:31])=[O:29])=[CH:19][CH:18]=1.N1C=CC=CC=1.O. (2) Reactant: [CH3:1][N:2]([CH3:20])[CH:3]1[CH2:8][CH2:7][CH:6]([N:9]([CH2:17][CH2:18][OH:19])C(=O)OC(C)(C)C)[CH2:5][CH2:4]1.[ClH:21]. Product: [ClH:21].[CH3:1][N:2]([CH3:20])[CH:3]1[CH2:4][CH2:5][CH:6]([NH:9][CH2:17][CH2:18][OH:19])[CH2:7][CH2:8]1. The catalyst class is: 4. (3) Reactant: [NH2:1][C:2]1[CH:6]=[C:5]([C:7]2[CH:12]=[CH:11][C:10]([F:13])=[CH:9][CH:8]=2)[S:4][C:3]=1[C:14]([O:16]C)=[O:15].[OH-].[Li+].O.C1COCC1. Product: [NH2:1][C:2]1[CH:6]=[C:5]([C:7]2[CH:8]=[CH:9][C:10]([F:13])=[CH:11][CH:12]=2)[S:4][C:3]=1[C:14]([OH:16])=[O:15]. The catalyst class is: 5. (4) Reactant: [C:1]([O:5][C@@H:6]([C:12]1[C:13]([CH3:34])=[N:14][C:15]([CH3:33])=[C:16]([C:26]2[CH:31]=[CH:30][C:29]([OH:32])=[CH:28][CH:27]=2)[C:17]=1[N:18]1[CH2:23][CH2:22][C:21]([CH3:25])([CH3:24])[CH2:20][CH2:19]1)[C:7]([O:9][CH2:10][CH3:11])=[O:8])([CH3:4])([CH3:3])[CH3:2].[F:35][C:36]1[CH:41]=[CH:40][C:39]([CH2:42][CH2:43][CH2:44]O)=[CH:38][CH:37]=1.C1C=CC(P(C2C=CC=CC=2)C2C=CC=CC=2)=CC=1.CCOC(/N=N/C(OCC)=O)=O. Product: [C:1]([O:5][C@@H:6]([C:12]1[C:13]([CH3:34])=[N:14][C:15]([CH3:33])=[C:16]([C:26]2[CH:27]=[CH:28][C:29]([O:32][CH2:44][CH2:43][CH2:42][C:39]3[CH:40]=[CH:41][C:36]([F:35])=[CH:37][CH:38]=3)=[CH:30][CH:31]=2)[C:17]=1[N:18]1[CH2:19][CH2:20][C:21]([CH3:24])([CH3:25])[CH2:22][CH2:23]1)[C:7]([O:9][CH2:10][CH3:11])=[O:8])([CH3:2])([CH3:3])[CH3:4]. The catalyst class is: 1.